Dataset: Full USPTO retrosynthesis dataset with 1.9M reactions from patents (1976-2016). Task: Predict the reactants needed to synthesize the given product. (1) Given the product [Cl:1][C:2]1[CH:3]=[CH:4][C:5]([O:41][CH3:42])=[C:6]([CH:40]=1)[CH2:7][C:8]1([F:39])[C:14](=[O:15])[N:13]([C:16]([NH:18][CH:19]([C:22]2[CH:23]=[C:24]([CH:35]=[CH:36][CH:37]=2)[C:25]([OH:27])=[O:26])[CH2:20][CH3:21])=[O:17])[CH2:12][C:11](=[O:38])[NH:10][CH2:9]1, predict the reactants needed to synthesize it. The reactants are: [Cl:1][C:2]1[CH:3]=[CH:4][C:5]([O:41][CH3:42])=[C:6]([CH:40]=1)[CH2:7][C:8]1([F:39])[C:14](=[O:15])[N:13]([C:16]([NH:18][CH:19]([C:22]2[CH:23]=[C:24]([CH:35]=[CH:36][CH:37]=2)[C:25]([O:27]CC2C=CC=CC=2)=[O:26])[CH2:20][CH3:21])=[O:17])[CH2:12][C:11](=[O:38])[NH:10][CH2:9]1. (2) Given the product [CH3:1][O:2][C:3]1[C:4]([C:13]([F:14])([F:16])[F:15])=[CH:5][C:6]([NH2:10])=[C:7]([CH3:9])[CH:8]=1, predict the reactants needed to synthesize it. The reactants are: [CH3:1][O:2][C:3]1[CH:8]=[C:7]([CH3:9])[C:6]([N+:10]([O-])=O)=[CH:5][C:4]=1[C:13]([F:16])([F:15])[F:14].